This data is from Reaction yield outcomes from USPTO patents with 853,638 reactions. The task is: Predict the reaction yield, written as a fraction of the theoretical maximum amount of product (1.0 means a 100% yield; for example, 0.34 means a 34% yield). The reactants are Cl[C:2]1[C:11]2[C:6](=[CH:7][C:8]([O:14][CH2:15][CH2:16][CH2:17][N:18]3[CH2:23][CH2:22][O:21][CH2:20][CH2:19]3)=[C:9]([O:12][CH3:13])[CH:10]=2)[N:5]=[CH:4][N:3]=1.[Cl:24][C:25]1[CH:33]=[C:32]([C:34]#[C:35][CH2:36][O:37][CH2:38][CH:39]2[CH2:41][CH2:40]2)[C:28]2[O:29][CH2:30][O:31][C:27]=2[C:26]=1[NH2:42].C[Si]([N-][Si](C)(C)C)(C)C.[Na+]. The catalyst is CN(C=O)C. The product is [Cl:24][C:25]1[CH:33]=[C:32]([C:34]#[C:35][CH2:36][O:37][CH2:38][CH:39]2[CH2:41][CH2:40]2)[C:28]2[O:29][CH2:30][O:31][C:27]=2[C:26]=1[NH:42][C:2]1[C:11]2[C:6](=[CH:7][C:8]([O:14][CH2:15][CH2:16][CH2:17][N:18]3[CH2:23][CH2:22][O:21][CH2:20][CH2:19]3)=[C:9]([O:12][CH3:13])[CH:10]=2)[N:5]=[CH:4][N:3]=1. The yield is 0.720.